This data is from Catalyst prediction with 721,799 reactions and 888 catalyst types from USPTO. The task is: Predict which catalyst facilitates the given reaction. Reactant: [CH3:1][O:2][C:3]([C:5]1[S:9][C:8]([N:10]2[CH2:15][CH2:14][NH:13][CH2:12][CH2:11]2)=[N:7][CH:6]=1)=[O:4].[CH3:16][C:17]1[CH:22]=[CH:21][C:20]([S:23](Cl)(=[O:25])=[O:24])=[CH:19][CH:18]=1.C(N(CC)CC)C.O. Product: [CH3:1][O:2][C:3]([C:5]1[S:9][C:8]([N:10]2[CH2:11][CH2:12][N:13]([S:23]([C:20]3[CH:21]=[CH:22][C:17]([CH3:16])=[CH:18][CH:19]=3)(=[O:25])=[O:24])[CH2:14][CH2:15]2)=[N:7][CH:6]=1)=[O:4]. The catalyst class is: 4.